Dataset: Drug-target binding data from BindingDB using IC50 measurements. Task: Regression. Given a target protein amino acid sequence and a drug SMILES string, predict the binding affinity score between them. We predict pIC50 (pIC50 = -log10(IC50 in M); higher means more potent). Dataset: bindingdb_ic50. (1) The drug is C[C@H](NC(=O)Cc1cc(F)cc(F)c1)C(=O)N[C@@H](Cc1ccccc1)C(=O)OC(C)(C)C. The target protein sequence is MNLERVSNEEKLNLCRKYYLGGFAFLPFLWLVNIFWFFREAFLVPAYTEQSQIKGYVWRSAVGFLFWVIVLTSWITIFQIYRPRWGALGDYLSFTIPLGTP. The pIC50 is 7.3. (2) The small molecule is Nc1ccc2ncnc(Nc3cccc(Br)c3)c2c1. The target protein (Q01279) has sequence MRPSGTARTTLLVLLTALCAAGGALEEKKVCQGTSNRLTQLGTFEDHFLSLQRMYNNCEVVLGNLEITYVQRNYDLSFLKTIQEVAGYVLIALNTVERIPLENLQIIRGNALYENTYALAILSNYGTNRTGLRELPMRNLQEILIGAVRFSNNPILCNMDTIQWRDIVQNVFMSNMSMDLQSHPSSCPKCDPSCPNGSCWGGGEENCQKLTKIICAQQCSHRCRGRSPSDCCHNQCAAGCTGPRESDCLVCQKFQDEATCKDTCPPLMLYNPTTYQMDVNPEGKYSFGATCVKKCPRNYVVTDHGSCVRACGPDYYEVEEDGIRKCKKCDGPCRKVCNGIGIGEFKDTLSINATNIKHFKYCTAISGDLHILPVAFKGDSFTRTPPLDPRELEILKTVKEITGFLLIQAWPDNWTDLHAFENLEIIRGRTKQHGQFSLAVVGLNITSLGLRSLKEISDGDVIISGNRNLCYANTINWKKLFGTPNQKTKIMNNRAEKDCK.... The pIC50 is 7.4. (3) The compound is COCCS(=O)(=O)C(C(=O)NCCS(N)(=O)=O)c1nc2ccc(-c3ccc(C(=O)N4CCOCC4)cc3)cc2s1. The target protein (P11150) has sequence MDTSPLCFSILLVLCIFIQSSALGQSLKPEPFGRRAQAVETNKTLHEMKTRFLLFGETNQGCQIRINHPDTLQECGFNSSLPLVMIIHGWSVDGVLENWIWQMVAALKSQPAQPVNVGLVDWITLAHDHYTIAVRNTRLVGKEVAALLRWLEESVQLSRSHVHLIGYSLGAHVSGFAGSSIGGTHKIGRITGLDAAGPLFEGSAPSNRLSPDDANFVDAIHTFTREHMGLSVGIKQPIGHYDFYPNGGSFQPGCHFLELYRHIAQHGFNAITQTIKCSHERSVHLFIDSLLHAGTQSMAYPCGDMNSFSQGLCLSCKKGRCNTLGYHVRQEPRSKSKRLFLVTRAQSPFKVYHYQFKIQFINQTETPIQTTFTMSLLGTKEKMQKIPITLGKGIASNKTYSFLITLDVDIGELIMIKFKWENSAVWANVWDTVQTIIPWSTGPRHSGLVLKTIRVKAGETQQRMTFCSENTDDLLLRPTQEKIFVKCEIKSKTSKRKIR. The pIC50 is 5.9. (4) The small molecule is c1ccc(-n2cccc2-c2nc(N3CCCCCC3)nc(N3CCCCCC3)n2)cc1. The target protein (P0A7A9) has sequence MSLLNVPAGKDLPEDIYVVIEIPANADPIKYEIDKESGALFVDRFMSTAMFYPCNYGYINHTLSLDGDPVDVLVPTPYPLQPGSVIRCRPVGVLKMTDEAGEDAKLVAVPHSKLSKEYDHIKDVNDLPELLKAQIAHFFEHYKDLEKGKWVKVEGWENAEAAKAEIVASFERAKNK. The pIC50 is 3.7. (5) The drug is COc1ccc(-c2cnc3[nH]c(=O)n(-c4ccc5[nH]ccc5c4)c3n2)cc1OC. The target protein (Q16584) has sequence MEPLKSLFLKSPLGSWNGSGSGGGGGGGGGRPEGSPKAAGYANPVWTALFDYEPSGQDELALRKGDRVEVLSRDAAISGDEGWWAGQVGGQVGIFPSNYVSRGGGPPPCEVASFQELRLEEVIGIGGFGKVYRGSWRGELVAVKAARQDPDEDISVTAESVRQEARLFAMLAHPNIIALKAVCLEEPNLCLVMEYAAGGPLSRALAGRRVPPHVLVNWAVQIARGMHYLHCEALVPVIHRDLKSNNILLLQPIESDDMEHKTLKITDFGLAREWHKTTQMSAAGTYAWMAPEVIKASTFSKGSDVWSFGVLLWELLTGEVPYRGIDCLAVAYGVAVNKLTLPIPSTCPEPFAQLMADCWAQDPHRRPDFASILQQLEALEAQVLREMPRDSFHSMQEGWKREIQGLFDELRAKEKELLSREEELTRAAREQRSQAEQLRRREHLLAQWELEVFERELTLLLQQVDRERPHVRRRRGTFKRSKLRARDGGERISMPLDFKH.... The pIC50 is 6.3. (6) The drug is CCCC[C@]1(CC)CS(=O)(=O)c2cc(OC)c(OC)cc2[C@@H](c2ccccc2)N1. The target protein (Q62633) has sequence MDNSSVCSPNATFCEGDSCLVTESNFNAILSTVMSTVLTILLAMVMFSMGCNVEINKFLGHIKRPWGIFVGFLCQFGIMPLTGFILSVASGILPVQAVVVLIMGCCPGGTGSNILAYWIDGDMDLSVSMTTCSTLLALGMMPLCLFIYTKMWVDSGTIVIPYDSIGISLVALVIPVSIGMFVNHKWPQKAKIILKIGSIAGAILIVLIAVVGGILYQSAWIIEPKLWIIGTIFPIAGYSLGFFLARLAGQPWYRCRTVALETGMQNTQLCSTIVQLSFSPEDLNLVFTFPLIYTVFQLVFAAIILGMYVTYKKCHGKNDAEFLEKTDNDMDPMPSFQETNKGFQPDEK. The pIC50 is 7.7. (7) The drug is COC1=C(Br)[C@@H](O)[C@]2(C=C1Br)CC(C(=O)NCCc1[nH]c(N)nc1-c1cc(O)c3ncc(O)c(O)c3c1O)=NO2. The target protein (P9WJN1) has sequence MSELRLMAVHAHPDDESSKGAATLARYADEGHRVLVVTLTGGERGEILNPAMDLPDVHGRIAEIRRDEMTKAAEILGVEHTWLGFVDSGLPKGDLPPPLPDDCFARVPLEVSTEALVRVVREFRPHVMTTYDENGGYPHPDHIRCHQVSVAAYEAAGDFCRFPDAGEPWTVSKLYYVHGFLRERMQMLQDEFARHGQRGPFEQWLAYWDPDHDFLTSRVTTRVECSKYFSQRDDALRAHATQIDPNAEFFAAPLAWQERLWPTEEFELARSRIPARPPETELFAGIEP. The pIC50 is 5.7.